From a dataset of Catalyst prediction with 721,799 reactions and 888 catalyst types from USPTO. Predict which catalyst facilitates the given reaction. (1) Reactant: Cl[C:2]1[CH:11]=[N:10][C:9]2[C:4](=[C:5]3[CH:19]=[CH:18][CH:17]=[CH:16][C:6]3=[C:7]3[CH:15]=[CH:14][CH:13]=[CH:12][C:8]3=2)[N:3]=1.[CH:20]1[C:32]2[N:31]([C:33]3[CH:34]=[C:35](B(O)O)[CH:36]=[C:37]([N:39]4[C:51]5[CH:50]=[CH:49][CH:48]=[CH:47][C:46]=5[C:45]5[C:40]4=[CH:41][CH:42]=[CH:43][CH:44]=5)[CH:38]=3)[C:30]3[C:25](=[CH:26][CH:27]=[CH:28][CH:29]=3)[C:24]=2[CH:23]=[CH:22][CH:21]=1.C(O)C.C(=O)([O-])[O-].[K+].[K+]. Product: [CH:20]1[C:32]2[N:31]([C:33]3[CH:34]=[C:35]([C:2]4[CH:11]=[N:10][C:9]5[C:4](=[C:5]6[CH:19]=[CH:18][CH:17]=[CH:16][C:6]6=[C:7]6[CH:15]=[CH:14][CH:13]=[CH:12][C:8]6=5)[N:3]=4)[CH:36]=[C:37]([N:39]4[C:40]5[CH:41]=[CH:42][CH:43]=[CH:44][C:45]=5[C:46]5[C:51]4=[CH:50][CH:49]=[CH:48][CH:47]=5)[CH:38]=3)[C:30]3[C:25](=[CH:26][CH:27]=[CH:28][CH:29]=3)[C:24]=2[CH:23]=[CH:22][CH:21]=1. The catalyst class is: 109. (2) Reactant: [F:1][C:2]1[CH:7]=[CH:6][CH:5]=[CH:4][C:3]=1[C:8](=O)[CH3:9].[Br:11][C:12]1[CH:17]=[CH:16][C:15]([NH:18][NH2:19])=[CH:14][CH:13]=1.CC([O-])=O.[K+]. Product: [Br:11][C:12]1[CH:17]=[CH:16][C:15]([NH:18]/[N:19]=[C:8](/[C:3]2[CH:4]=[CH:5][CH:6]=[CH:7][C:2]=2[F:1])\[CH3:9])=[CH:14][CH:13]=1. The catalyst class is: 14. (3) The catalyst class is: 9. Product: [C:2]([C:4]1[C:9](=[O:10])[C@@:8]2([CH3:23])[C:11]3[C:12]([OH:22])=[CH:13][C:14]([O:21][CH3:27])=[C:15]([C:18]([NH2:20])=[O:19])[C:16]=3[O:17][C:7]2=[CH:6][C:5]=1[OH:24])(=[O:3])[CH3:1]. Reactant: [CH3:1][C:2]([C:4]1[C:9](=[O:10])[C@@:8]2([CH3:23])[C:11]3[C:16]([O:17][C:7]2=[CH:6][C:5]=1[OH:24])=[C:15]([C:18]([NH2:20])=[O:19])[C:14]([OH:21])=[CH:13][C:12]=3[OH:22])=[O:3].CI.[C:27](=O)([O-])[O-].[K+].[K+]. (4) Reactant: C(O)(=O)C.[C:5]([C:7]([C:26]#[N:27])([CH2:20][CH2:21][C:22]([F:25])([F:24])[F:23])[CH2:8][CH2:9][CH:10]1[CH2:19][CH2:18][C:13]2(OCC[O:14]2)[CH2:12][CH2:11]1)#[N:6]. Product: [C:5]([C:7]([C:26]#[N:27])([CH2:20][CH2:21][C:22]([F:25])([F:24])[F:23])[CH2:8][CH2:9][CH:10]1[CH2:11][CH2:12][C:13](=[O:14])[CH2:18][CH2:19]1)#[N:6]. The catalyst class is: 6. (5) Reactant: [Cl:1][C:2]1[N:7]=[CH:6][C:5]([O:8][CH:9]([C:15]2[CH:23]=[CH:22][C:18]([C:19](O)=[O:20])=[CH:17][CH:16]=2)[CH2:10][C:11]([CH3:14])([CH3:13])[CH3:12])=[CH:4][C:3]=1[CH3:24].C(N(CC)CC)C.Cl.[CH3:33][O:34][C:35](=[O:39])[CH2:36][CH2:37][NH2:38].CCN=C=NCCCN(C)C. Product: [CH3:33][O:34][C:35](=[O:39])[CH2:36][CH2:37][NH:38][C:19](=[O:20])[C:18]1[CH:22]=[CH:23][C:15]([CH:9]([O:8][C:5]2[CH:6]=[N:7][C:2]([Cl:1])=[C:3]([CH3:24])[CH:4]=2)[CH2:10][C:11]([CH3:14])([CH3:13])[CH3:12])=[CH:16][CH:17]=1. The catalyst class is: 64. (6) The catalyst class is: 57. Reactant: [H-].[Na+].C[O:4][CH2:5][CH2:6][CH2:7][C:8]([O:10][CH3:11])=O.[C:12]([C:16]([CH3:18])=[O:17])([CH3:15])([CH3:14])[CH3:13]. Product: [CH3:11][O:10][CH2:8][CH2:7][CH2:6][C:5](=[O:4])[CH2:18][C:16](=[O:17])[C:12]([CH3:15])([CH3:14])[CH3:13]. (7) Reactant: [I:1][C:2]1[CH:7]=[CH:6][C:5]([OH:8])=[CH:4][CH:3]=1.[CH2:9](Cl)[C:10]1[CH:15]=[CH:14][CH:13]=[CH:12][CH:11]=1.C(=O)([O-])[O-].[K+].[K+]. Product: [CH2:9]([O:8][C:5]1[CH:6]=[CH:7][C:2]([I:1])=[CH:3][CH:4]=1)[C:10]1[CH:15]=[CH:14][CH:13]=[CH:12][CH:11]=1. The catalyst class is: 21. (8) Reactant: [O:1]1[CH2:6][CH2:5][CH:4]([C:7]2[NH:8][C:9]([CH:12]=O)=[CH:10][N:11]=2)[CH2:3][CH2:2]1.[CH3:14][O:15][C:16]1[CH:17]=[C:18]2[C:22](=[CH:23][CH:24]=1)[NH:21][C:20](=[O:25])[CH2:19]2.N1CCCCC1. Product: [CH3:14][O:15][C:16]1[CH:17]=[C:18]2[C:22](=[CH:23][CH:24]=1)[NH:21][C:20](=[O:25])/[C:19]/2=[CH:12]\[C:9]1[NH:8][C:7]([CH:4]2[CH2:3][CH2:2][O:1][CH2:6][CH2:5]2)=[N:11][CH:10]=1. The catalyst class is: 8.